From a dataset of Full USPTO retrosynthesis dataset with 1.9M reactions from patents (1976-2016). Predict the reactants needed to synthesize the given product. (1) Given the product [CH3:1][C:2]1([CH3:35])[CH2:3][NH:4][CH2:5][CH2:6][N:7]1[C:8]1[CH:17]=[N:16][C:15]2[C:10]([N:9]=1)=[C:11]([C:18]1[NH:26][C:25]3[CH2:24][CH2:23][NH:22][C:21](=[O:27])[C:20]=3[CH:19]=1)[CH:12]=[CH:13][CH:14]=2, predict the reactants needed to synthesize it. The reactants are: [CH3:1][C:2]1([CH3:35])[N:7]([C:8]2[CH:17]=[N:16][C:15]3[C:10](=[C:11]([C:18]4[NH:26][C:25]5[CH2:24][CH2:23][NH:22][C:21](=[O:27])[C:20]=5[CH:19]=4)[CH:12]=[CH:13][CH:14]=3)[N:9]=2)[CH2:6][CH2:5][N:4](C(OC(C)(C)C)=O)[CH2:3]1.C(O)(C(F)(F)F)=O. (2) Given the product [CH2:13]([O:12][C:10](=[O:11])[CH:15]=[CH:6][C:5]1[CH:8]=[CH:9][C:2]([F:1])=[CH:3][CH:4]=1)[CH3:14], predict the reactants needed to synthesize it. The reactants are: [F:1][C:2]1[CH:9]=[CH:8][C:5]([CH:6]=O)=[CH:4][CH:3]=1.[C:10]([CH:15]=P(C1C=CC=CC=1)(C1C=CC=CC=1)C1C=CC=CC=1)([O:12][CH2:13][CH3:14])=[O:11]. (3) Given the product [CH3:1][C:2]1[CH:7]=[CH:6][C:5]([NH:8][S:9]([C:12]2[C:13]([CH3:21])=[C:14]([CH3:20])[CH:15]=[C:16]([CH3:19])[C:17]=2[CH3:18])(=[O:11])=[O:10])=[CH:4][C:3]=1[NH:22][C:23]([CH2:25][C:26]1[CH:27]=[CH:28][C:29]([C:30]([NH2:42])=[NH:31])=[CH:32][CH:33]=1)=[O:24], predict the reactants needed to synthesize it. The reactants are: [CH3:1][C:2]1[CH:7]=[CH:6][C:5]([NH:8][S:9]([C:12]2[C:17]([CH3:18])=[C:16]([CH3:19])[CH:15]=[C:14]([CH3:20])[C:13]=2[CH3:21])(=[O:11])=[O:10])=[CH:4][C:3]=1[NH:22][C:23]([CH2:25][C:26]1[CH:33]=[CH:32][C:29]([C:30]#[N:31])=[CH:28][CH:27]=1)=[O:24].C(O)C.Cl.C(=O)([O-])[O-].[NH4+:42].[NH4+].